Predict the reactants needed to synthesize the given product. From a dataset of Full USPTO retrosynthesis dataset with 1.9M reactions from patents (1976-2016). Given the product [C:1]1([C:7]2[CH:16]=[CH:15][CH:14]=[C:13]3[C:8]=2[C:9]([NH:28][CH2:29][C:30]2[CH:35]=[CH:34][CH:33]=[CH:32][N:31]=2)=[N:10][N:11]=[C:12]3[C:17]2[CH:18]=[N:19][CH:20]=[C:21]([CH:27]=2)[C:22]([OH:24])=[O:23])[CH:2]=[CH:3][CH:4]=[CH:5][CH:6]=1, predict the reactants needed to synthesize it. The reactants are: [C:1]1([C:7]2[CH:16]=[CH:15][CH:14]=[C:13]3[C:8]=2[C:9]([NH:28][CH2:29][C:30]2[CH:35]=[CH:34][CH:33]=[CH:32][N:31]=2)=[N:10][N:11]=[C:12]3[C:17]2[CH:18]=[N:19][CH:20]=[C:21]([CH:27]=2)[C:22]([O:24]CC)=[O:23])[CH:6]=[CH:5][CH:4]=[CH:3][CH:2]=1.[Li+].[OH-].